This data is from Full USPTO retrosynthesis dataset with 1.9M reactions from patents (1976-2016). The task is: Predict the reactants needed to synthesize the given product. (1) Given the product [ClH:1].[C:6]([O:5][CH2:2][CH2:18][NH:13][CH2:14][CH3:15])(=[O:12])[CH3:20], predict the reactants needed to synthesize it. The reactants are: [Cl:1][C:2]([O:5][C:6](=[O:12])OC(Cl)(Cl)Cl)(Cl)Cl.[N:13]1[CH:18]=CC=[CH:15][CH:14]=1.O1CCC[CH2:20]1. (2) The reactants are: [CH2:1]([O:8][C:9](=[O:28])[NH:10][C@@H:11]([C:22]1[CH:27]=[CH:26][CH:25]=[CH:24][CH:23]=1)[C:12]([C:14]1[CH:19]=[CH:18][C:17]([O:20][CH3:21])=[CH:16][CH:15]=1)=O)[C:2]1[CH:7]=[CH:6][CH:5]=[CH:4][CH:3]=1.Cl.[NH2:30][OH:31].N1C=CC=CC=1. Given the product [CH2:1]([O:8][C:9](=[O:28])[NH:10][C@@H:11]([C:22]1[CH:27]=[CH:26][CH:25]=[CH:24][CH:23]=1)[C:12](=[N:30][OH:31])[C:14]1[CH:19]=[CH:18][C:17]([O:20][CH3:21])=[CH:16][CH:15]=1)[C:2]1[CH:7]=[CH:6][CH:5]=[CH:4][CH:3]=1, predict the reactants needed to synthesize it. (3) Given the product [N:9]1[CH:10]=[CH:11][CH:12]=[C:7]([CH:25]=[CH:24][BH:18][OH:17])[CH:8]=1, predict the reactants needed to synthesize it. The reactants are: C([Mg]Cl)(C)C.Br[C:7]1[CH:8]=[N:9][CH:10]=[CH:11][CH:12]=1.C([O:17][B:18]([CH:24]=[CH2:25])OCCCC)CCC.Cl. (4) Given the product [CH2:1]([N:3]1[CH:11]=[C:10]2[C:5]([CH:6]=[CH:7][CH:8]=[C:9]2[CH:12]=[O:13])=[N:4]1)[CH3:2], predict the reactants needed to synthesize it. The reactants are: [CH2:1]([N:3]1[CH:11]=[C:10]2[C:5]([CH:6]=[CH:7][CH:8]=[C:9]2[CH2:12][OH:13])=[N:4]1)[CH3:2].C[N+]1([O-])CCOCC1.C(#N)C.